This data is from Catalyst prediction with 721,799 reactions and 888 catalyst types from USPTO. The task is: Predict which catalyst facilitates the given reaction. (1) Reactant: [CH3:1][O:2][C:3](=[O:43])[CH2:4][C:5]1[C:6]([C:11]#[C:12][C:13]2[C:18]([C:19]([F:22])([F:21])[F:20])=[CH:17][N:16]=[C:15]([NH:23][C:24]3[CH:29]=[CH:28][C:27]([CH:30]4[CH2:35][CH2:34][N:33]([C:36]([O:38][C:39]([CH3:42])([CH3:41])[CH3:40])=[O:37])[CH2:32][CH2:31]4)=[CH:26][CH:25]=3)[N:14]=2)=[N:7][CH:8]=[CH:9][CH:10]=1. Product: [CH3:1][O:2][C:3](=[O:43])[CH2:4][C:5]1[C:6]([CH2:11][CH2:12][C:13]2[C:18]([C:19]([F:22])([F:20])[F:21])=[CH:17][N:16]=[C:15]([NH:23][C:24]3[CH:29]=[CH:28][C:27]([CH:30]4[CH2:35][CH2:34][N:33]([C:36]([O:38][C:39]([CH3:41])([CH3:40])[CH3:42])=[O:37])[CH2:32][CH2:31]4)=[CH:26][CH:25]=3)[N:14]=2)=[N:7][CH:8]=[CH:9][CH:10]=1. The catalyst class is: 394. (2) Reactant: Cl[C:2]1[N:3]=[C:4]([NH:19][C@H:20]2[CH2:23][C@H:22]([NH:24][C:25](=[O:31])[O:26][C:27]([CH3:30])([CH3:29])[CH3:28])[CH2:21]2)[C:5]2[CH:10]=[CH:9][N:8]([CH2:11][O:12][CH2:13][CH2:14][Si:15]([CH3:18])([CH3:17])[CH3:16])[C:6]=2[N:7]=1.C([O-])([O-])=O.[Cs+].[Cs+].CC1(C)C2C(=C(P(C3C=CC=CC=3)C3C=CC=CC=3)C=CC=2)OC2C(P(C3C=CC=CC=3)C3C=CC=CC=3)=CC=CC1=2.[CH3:80][N:81]1[CH:85]=[C:84]([NH2:86])[CH:83]=[N:82]1. Product: [CH3:80][N:81]1[CH:85]=[C:84]([NH:86][C:2]2[N:3]=[C:4]([NH:19][C@H:20]3[CH2:23][C@H:22]([NH:24][C:25](=[O:31])[O:26][C:27]([CH3:28])([CH3:29])[CH3:30])[CH2:21]3)[C:5]3[CH:10]=[CH:9][N:8]([CH2:11][O:12][CH2:13][CH2:14][Si:15]([CH3:18])([CH3:16])[CH3:17])[C:6]=3[N:7]=2)[CH:83]=[N:82]1. The catalyst class is: 102. (3) Reactant: [CH3:1][C:2]1[CH:11]=[CH:10][C:5]([C:6]([NH:8][NH2:9])=[O:7])=[CH:4][CH:3]=1.C(N(CC)CC)C.Cl[C:20](=[O:26])[C:21]([O:23][CH2:24][CH3:25])=[O:22]. Product: [CH3:1][C:2]1[CH:3]=[CH:4][C:5]([C:6]([NH:8][NH:9][C:20](=[O:26])[C:21]([O:23][CH2:24][CH3:25])=[O:22])=[O:7])=[CH:10][CH:11]=1. The catalyst class is: 2. (4) Reactant: CN(C)C=O.Cl[CH2:7][CH2:8][O:9][C:10]1[CH:19]=[C:18]2[C:13]([C:14]([O:20][C:21]3[C:22]([CH3:31])=[N:23][C:24]4[C:29]([CH:30]=3)=[CH:28][CH:27]=[CH:26][CH:25]=4)=[CH:15][CH:16]=[N:17]2)=[CH:12][C:11]=1[O:32][CH3:33].C(=O)([O-])[O-].[K+].[K+].[NH:40]1[CH2:45][CH2:44][CH:43]([C:46]([NH2:48])=[O:47])[CH2:42][CH2:41]1. Product: [CH3:33][O:32][C:11]1[CH:12]=[C:13]2[C:18](=[CH:19][C:10]=1[O:9][CH2:8][CH2:7][N:40]1[CH2:45][CH2:44][CH:43]([C:46]([NH2:48])=[O:47])[CH2:42][CH2:41]1)[N:17]=[CH:16][CH:15]=[C:14]2[O:20][C:21]1[C:22]([CH3:31])=[N:23][C:24]2[C:29]([CH:30]=1)=[CH:28][CH:27]=[CH:26][CH:25]=2. The catalyst class is: 6.